This data is from Reaction yield outcomes from USPTO patents with 853,638 reactions. The task is: Predict the reaction yield, written as a fraction of the theoretical maximum amount of product (1.0 means a 100% yield; for example, 0.34 means a 34% yield). (1) The reactants are [CH3:1][CH2:2][O:3][C:4]([CH:6](P(OCC)(OCC)=O)[F:7])=[O:5].C([Mg]Cl)(C)C.[CH2:21]([CH:23]([O:26][Si:27]([C:40]([CH3:43])([CH3:42])[CH3:41])([C:34]1[CH:39]=[CH:38][CH:37]=[CH:36][CH:35]=1)[C:28]1[CH:33]=[CH:32][CH:31]=[CH:30][CH:29]=1)C=O)C. The catalyst is C1COCC1. The product is [Si:27]([O:26][CH2:23]/[CH:21]=[C:6](/[F:7])\[C:4]([O:3][CH2:2][CH3:1])=[O:5])([C:40]([CH3:41])([CH3:42])[CH3:43])([C:34]1[CH:35]=[CH:36][CH:37]=[CH:38][CH:39]=1)[C:28]1[CH:33]=[CH:32][CH:31]=[CH:30][CH:29]=1. The yield is 0.580. (2) The reactants are [CH:1]1([C:4]2[C:5]([O:12][CH2:13][C:14]([F:17])([F:16])[F:15])=[CH:6][C:7]([C:10]#[N:11])=[N:8][CH:9]=2)[CH2:3][CH2:2]1.Cl.[NH2:19][OH:20].C(N(CC)CC)C.C(OCC)(=O)C. The catalyst is CCO.CCCCCCC. The product is [CH:1]1([C:4]2[C:5]([O:12][CH2:13][C:14]([F:17])([F:15])[F:16])=[CH:6][C:7]([C:10](=[N:19][OH:20])[NH2:11])=[N:8][CH:9]=2)[CH2:3][CH2:2]1. The yield is 0.350. (3) The reactants are C([NH:3][C:4]1[CH:9]=[CH:8][C:7]([C:10]2[CH:15]=[CH:14][C:13]([C:16](=[O:25])[CH2:17][C:18]([CH3:24])([CH3:23])[C:19]([O:21][CH3:22])=[O:20])=[CH:12][CH:11]=2)=[CH:6][CH:5]=1)=O.Cl. The catalyst is CO. The product is [NH2:3][C:4]1[CH:5]=[CH:6][C:7]([C:10]2[CH:15]=[CH:14][C:13]([C:16](=[O:25])[CH2:17][C:18]([CH3:23])([CH3:24])[C:19]([O:21][CH3:22])=[O:20])=[CH:12][CH:11]=2)=[CH:8][CH:9]=1. The yield is 0.950. (4) The reactants are [F:1][CH:2]([F:5])[CH2:3]Cl.[CH2:6]([NH2:13])[C:7]1[CH:12]=[CH:11][CH:10]=[CH:9][CH:8]=1. The catalyst is O. The product is [CH2:6]([NH:13][CH2:3][CH:2]([F:5])[F:1])[C:7]1[CH:12]=[CH:11][CH:10]=[CH:9][CH:8]=1. The yield is 0.934.